From a dataset of Reaction yield outcomes from USPTO patents with 853,638 reactions. Predict the reaction yield, written as a fraction of the theoretical maximum amount of product (1.0 means a 100% yield; for example, 0.34 means a 34% yield). (1) The reactants are [CH2:1]([N:3]1[CH2:8][C:7]([CH3:10])([CH3:9])[O:6][C:5](=[O:11])[CH:4]1[CH2:12][C:13]([OH:15])=O)[CH3:2].C(N(C(C)C)CC)(C)C.CN(C(ON1N=NC2C=CC=NC1=2)=[N+](C)C)C.F[P-](F)(F)(F)(F)F.[CH3:49][N:50]1[CH2:55][CH2:54][NH:53][CH2:52][CH2:51]1. The catalyst is CN(C=O)C. The product is [CH2:1]([N:3]1[CH2:8][C:7]([CH3:9])([CH3:10])[O:6][C:5](=[O:11])[CH:4]1[CH2:12][C:13]([N:53]1[CH2:54][CH2:55][N:50]([CH3:49])[CH2:51][CH2:52]1)=[O:15])[CH3:2]. The yield is 0.290. (2) The reactants are [C:1]([CH2:3][S:4](Cl)(=[O:6])=[O:5])#[N:2].[CH:8]([NH2:11])([CH3:10])[CH3:9]. The catalyst is C1COCC1. The product is [C:1]([CH2:3][S:4]([NH:11][CH:8]([CH3:10])[CH3:9])(=[O:6])=[O:5])#[N:2]. The yield is 0.410. (3) The reactants are [F:1][C:2]([CH3:37])([CH3:36])[C@H:3]([NH:5][C:6]([C:8]1[C:16]2[C:11](=[N:12][CH:13]=[C:14]([C:17]3[C:25]4[C:20](=[CH:21][C:22]([F:26])=[CH:23][CH:24]=4)[N:19]([CH3:27])[N:18]=3)[N:15]=2)[N:10](COCC[Si](C)(C)C)[CH:9]=1)=[O:7])[CH3:4].FC(F)(F)C(O)=O.C(N)CN. The catalyst is ClCCl. The product is [F:1][C:2]([CH3:36])([CH3:37])[C@H:3]([NH:5][C:6]([C:8]1[C:16]2[C:11](=[N:12][CH:13]=[C:14]([C:17]3[C:25]4[C:20](=[CH:21][C:22]([F:26])=[CH:23][CH:24]=4)[N:19]([CH3:27])[N:18]=3)[N:15]=2)[NH:10][CH:9]=1)=[O:7])[CH3:4]. The yield is 0.460. (4) The reactants are [OH:1][C:2]1[CH:7]=[C:6]([N+:8]([O-:10])=[O:9])[CH:5]=[CH:4][C:3]=1[NH:11][C:12](/[CH:14]=[CH:15]\[C:16]([O:18][CH2:19][CH3:20])=[O:17])=[O:13].C(=O)([O-])[O-].[K+].[K+].O. The catalyst is C(O)C. The product is [N+:8]([C:6]1[CH:5]=[CH:4][C:3]2[NH:11][C:12](=[O:13])[CH:14]([CH2:15][C:16]([O:18][CH2:19][CH3:20])=[O:17])[O:1][C:2]=2[CH:7]=1)([O-:10])=[O:9]. The yield is 0.500. (5) The reactants are C1(C)C=CC(S(Cl)(=O)=O)=CC=1.[NH2:12][C:13]1[C:14]([C:20]([NH:22][NH:23][C:24](=[O:29])[C:25]([CH3:28])([CH3:27])[CH3:26])=O)=[N:15][C:16]([Br:19])=[CH:17][N:18]=1.C(N(CC)C(C)C)(C)C. The catalyst is C(#N)C. The product is [Br:19][C:16]1[N:15]=[C:14]([C:20]2[O:29][C:24]([C:25]([CH3:26])([CH3:27])[CH3:28])=[N:23][N:22]=2)[C:13]([NH2:12])=[N:18][CH:17]=1. The yield is 0.870.